Dataset: Forward reaction prediction with 1.9M reactions from USPTO patents (1976-2016). Task: Predict the product of the given reaction. (1) Given the reactants [F:1][C:2]1[CH:18]=[CH:17][C:5]([CH2:6][N:7]2[C:15]3[C:10](=[N:11][CH:12]=[CH:13][CH:14]=3)[C:9](I)=[CH:8]2)=[CH:4][CH:3]=1.CC1(C)C2C(=C(P(C3C=CC=CC=3)C3C=CC=CC=3)C=CC=2)[O:40][C:22]2C(P(C3C=CC=CC=3)C3C=CC=CC=3)=CC=CC1=2.[CH3:61][C@@H:62]1[CH2:67][CH2:66][CH2:65][CH2:64][C@H:63]1[NH2:68], predict the reaction product. The product is: [F:1][C:2]1[CH:18]=[CH:17][C:5]([CH2:6][N:7]2[C:15]3[C:10](=[N:11][CH:12]=[CH:13][CH:14]=3)[C:9]([C:22]([NH:68][C@@H:63]3[CH2:64][CH2:65][CH2:66][CH2:67][C@H:62]3[CH3:61])=[O:40])=[CH:8]2)=[CH:4][CH:3]=1. (2) Given the reactants [CH:1]([C:3]1[CH:4]=[C:5]2[C:9](=[CH:10][CH:11]=1)[NH:8][CH:7]=[CH:6]2)=O.C(OC(OC(OC(C)(C)C)=O)=O)(C)(C)C.[OH:27][CH2:28][CH2:29][N:30]1[CH2:35][CH2:34][NH:33][CH2:32][CH2:31]1.C(O)(=O)C.C(O[BH-](OC(=O)C)OC(=O)C)(=O)C.[Na+].C(=O)([O-])[O-].[Na+].[Na+], predict the reaction product. The product is: [OH:27][CH2:28][CH2:29][N:30]1[CH2:35][CH2:34][N:33]([CH2:1][C:3]2[CH:4]=[C:5]3[C:9](=[CH:10][CH:11]=2)[NH:8][CH:7]=[CH:6]3)[CH2:32][CH2:31]1. (3) Given the reactants [NH2:1][C:2]1[CH:10]=[CH:9][C:5]([C:6]([OH:8])=[O:7])=[CH:4][N:3]=1.[C:11](OC(=O)C)(=[O:13])[CH3:12].C(OCC)(=O)C.Cl, predict the reaction product. The product is: [C:11]([NH:1][C:2]1[CH:10]=[CH:9][C:5]([C:6]([OH:8])=[O:7])=[CH:4][N:3]=1)(=[O:13])[CH3:12]. (4) Given the reactants C([O:3][C:4]([C:6]1[N:14]([CH2:15][CH2:16][O:17][CH3:18])[C:9]2=[N:10][CH:11]=[CH:12][CH:13]=[C:8]2[CH:7]=1)=[O:5])C.CCO.[OH-].[Na+].Cl, predict the reaction product. The product is: [CH3:18][O:17][CH2:16][CH2:15][N:14]1[C:9]2=[N:10][CH:11]=[CH:12][CH:13]=[C:8]2[CH:7]=[C:6]1[C:4]([OH:5])=[O:3]. (5) Given the reactants F[C:2]1[CH:3]=[CH:4][C:5]([N+:12]([O-:14])=[O:13])=[C:6]([CH:11]=1)[C:7]([O:9][CH3:10])=[O:8].[CH3:15][NH:16][C:17]1[CH:22]=[CH:21][C:20]([OH:23])=[CH:19][CH:18]=1.C([O-])([O-])=O.[K+].[K+].C1OCCOCCOCCOCCOCCOC1, predict the reaction product. The product is: [CH3:15][NH:16][C:17]1[CH:22]=[CH:21][C:20]([O:23][C:2]2[CH:3]=[CH:4][C:5]([N+:12]([O-:14])=[O:13])=[C:6]([CH:11]=2)[C:7]([O:9][CH3:10])=[O:8])=[CH:19][CH:18]=1.